The task is: Predict which catalyst facilitates the given reaction.. This data is from Catalyst prediction with 721,799 reactions and 888 catalyst types from USPTO. (1) The catalyst class is: 12. Product: [Cl:1][C:2]1[CH:32]=[CH:31][CH:30]=[C:29]([CH:33]2[CH2:35][CH2:34]2)[C:3]=1[C:4]([N:6]1[C:14]2[C:9](=[C:10]([F:15])[CH:11]=[CH:12][CH:13]=2)[C:8]([N:16]2[CH2:21][CH2:20][C:19]([CH3:27])([C:22]([OH:24])=[O:23])[CH:18]([OH:28])[CH2:17]2)=[N:7]1)=[O:5]. Reactant: [Cl:1][C:2]1[CH:32]=[CH:31][CH:30]=[C:29]([CH:33]2[CH2:35][CH2:34]2)[C:3]=1[C:4]([N:6]1[C:14]2[C:9](=[C:10]([F:15])[CH:11]=[CH:12][CH:13]=2)[C:8]([N:16]2[CH2:21][CH2:20][C:19]([CH3:27])([C:22]([O:24]CC)=[O:23])[CH:18]([OH:28])[CH2:17]2)=[N:7]1)=[O:5].[Li+].[OH-].Cl. (2) Reactant: O[CH:2]([C:4]1[CH:5]=[C:6]([CH3:23])[CH:7]=[C:8]2[C:13]=1[O:12][CH:11]([C:14]([F:17])([F:16])[F:15])[C:10]([C:18]([O:20][CH2:21][CH3:22])=[O:19])=[CH:9]2)[CH3:3].C([SiH](CC)CC)C. Product: [CH2:2]([C:4]1[CH:5]=[C:6]([CH3:23])[CH:7]=[C:8]2[C:13]=1[O:12][CH:11]([C:14]([F:15])([F:16])[F:17])[C:10]([C:18]([O:20][CH2:21][CH3:22])=[O:19])=[CH:9]2)[CH3:3]. The catalyst class is: 55. (3) Reactant: [C:1](Cl)(=[O:8])[C:2]1[CH:7]=[CH:6][CH:5]=[CH:4][CH:3]=1.[Cl-].[Al+3].[Cl-].[Cl-].[CH3:14][O:15][C:16]1[CH:21]=[CH:20][CH:19]=[C:18]([O:22][CH3:23])[CH:17]=1. Product: [C:1]([C:19]1[CH:20]=[C:21]([C:1](=[O:8])[C:2]2[CH:7]=[CH:6][CH:5]=[CH:4][CH:3]=2)[C:16]([O:15][CH3:14])=[CH:17][C:18]=1[O:22][CH3:23])(=[O:8])[C:2]1[CH:7]=[CH:6][CH:5]=[CH:4][CH:3]=1. The catalyst class is: 26. (4) Reactant: [CH2:1]([O:8][C:9](=[O:30])/[CH:10]=[C:11](/[NH:13][C:14]1[CH:19]=[CH:18][C:17]([CH2:20][NH:21][C:22]([O:24][C:25]([CH3:28])([CH3:27])[CH3:26])=[O:23])=[CH:16][C:15]=1I)\[CH3:12])[C:2]1[CH:7]=[CH:6][CH:5]=[CH:4][CH:3]=1.C(N(CCC)CCC)CC. The catalyst class is: 274. Product: [CH2:1]([O:8][C:9]([C:10]1[C:19]2[C:14](=[CH:15][CH:16]=[C:17]([CH2:20][NH:21][C:22]([O:24][C:25]([CH3:28])([CH3:27])[CH3:26])=[O:23])[CH:18]=2)[NH:13][C:11]=1[CH3:12])=[O:30])[C:2]1[CH:7]=[CH:6][CH:5]=[CH:4][CH:3]=1. (5) Product: [OH:4][C@@H:5]1[CH2:14][CH2:13][C:12]2[CH:11]=[C:10]([C@H:15]3[CH2:24][CH2:23][C@@:17]4([NH:21][C:20](=[O:22])[O:19][CH2:18]4)[CH2:16]3)[CH:9]=[CH:8][C:7]=2[CH2:6]1. The catalyst class is: 191. Reactant: C([O:4][C@@H:5]1[CH2:14][CH2:13][C:12]2[C:7](=[CH:8][CH:9]=[C:10]([C@H:15]3[CH2:24][CH2:23][C@@:17]4([NH:21][C:20](=[O:22])[O:19][CH2:18]4)[CH2:16]3)[CH:11]=2)[CH2:6]1)(=O)C.[OH-].[Na+].